This data is from hERG Central: cardiac toxicity at 1µM, 10µM, and general inhibition. The task is: Predict hERG channel inhibition at various concentrations. (1) The drug is Cc1ccc(N2CCN(CC(O)COc3cccc(C)c3)CC2)cc1. Results: hERG_inhib (hERG inhibition (general)): blocker. (2) The compound is OC(COc1cccc2ccccc12)CN1CCN(c2ccccc2Cl)CC1. Results: hERG_inhib (hERG inhibition (general)): blocker. (3) The drug is Cc1cc(C(C)(C)C)ccc1OCC(=O)N/N=C\c1c(C)n(C)n(-c2ccccc2)c1=O. Results: hERG_inhib (hERG inhibition (general)): blocker. (4) The molecule is O=C(NCCN1CCCCCC1)c1ccc(CS(=O)(=O)c2ccc(Br)cc2)o1. Results: hERG_inhib (hERG inhibition (general)): blocker. (5) Results: hERG_inhib (hERG inhibition (general)): blocker. The drug is Cc1ccc(C(=O)N2CCN(c3ccc([N+](=O)[O-])cc3)CC2)o1. (6) The molecule is COc1ccc(CCN2CCCC(CN(C)C(=O)c3ccoc3)C2)cc1. Results: hERG_inhib (hERG inhibition (general)): blocker. (7) The drug is CC(C)CNS(=O)(=O)c1ccc(CCC(=O)N2CCN(c3ccc(F)cc3)CC2)cc1. Results: hERG_inhib (hERG inhibition (general)): blocker. (8) The drug is COc1ccc(/C=N/OCC(=O)N2CC3(C)CC2CC(C)(C)C3)cc1. Results: hERG_inhib (hERG inhibition (general)): blocker. (9) The molecule is Cc1ccc(CN2CCC(C(=O)Nc3cccc(-c4cccc(F)c4)c3)CC2)o1. Results: hERG_inhib (hERG inhibition (general)): blocker. (10) Results: hERG_inhib (hERG inhibition (general)): blocker. The compound is O=C(Nc1ccc(Cc2ccncc2)cc1)c1ccc(N2CCOCC2)c([N+](=O)[O-])c1.